The task is: Predict the reactants needed to synthesize the given product.. This data is from Full USPTO retrosynthesis dataset with 1.9M reactions from patents (1976-2016). (1) Given the product [NH2:12][C:3]1[C:2]([OH:1])=[CH:11][CH:10]=[CH:9][C:4]=1[C:5]([O:7][CH3:8])=[O:6], predict the reactants needed to synthesize it. The reactants are: [OH:1][C:2]1[C:3]([N+:12]([O-])=O)=[C:4]([CH:9]=[CH:10][CH:11]=1)[C:5]([O:7][CH3:8])=[O:6]. (2) Given the product [ClH:43].[NH2:31][C:29]1[CH:28]=[CH:27][C:25]2[NH:26][C:21]([C:12]3[C:11](=[O:41])[C:10]([CH2:9][CH2:8][CH2:7][CH:1]4[CH2:2][CH2:3][CH2:4][CH2:5][CH2:6]4)([CH3:42])[C:19]4[C:14]([C:13]=3[OH:20])=[CH:15][CH:16]=[CH:17][CH:18]=4)=[N:22][S:23](=[O:40])(=[O:39])[C:24]=2[CH:30]=1, predict the reactants needed to synthesize it. The reactants are: [CH:1]1([CH2:7][CH2:8][CH2:9][C:10]2([CH3:42])[C:19]3[C:14](=[CH:15][CH:16]=[CH:17][CH:18]=3)[C:13]([OH:20])=[C:12]([C:21]3[NH:26][C:25]4[CH:27]=[CH:28][C:29]([NH:31]C(=O)OC(C)(C)C)=[CH:30][C:24]=4[S:23](=[O:40])(=[O:39])[N:22]=3)[C:11]2=[O:41])[CH2:6][CH2:5][CH2:4][CH2:3][CH2:2]1.[ClH:43]. (3) Given the product [ClH:26].[NH2:20][CH:11]([C:6]1[CH:7]=[CH:8][C:9](=[O:10])[N:4]([CH:1]([CH3:2])[CH3:3])[N:5]=1)[C:12](=[O:19])[C:13]1[CH:14]=[CH:15][CH:16]=[CH:17][CH:18]=1, predict the reactants needed to synthesize it. The reactants are: [CH:1]([N:4]1[C:9](=[O:10])[CH:8]=[CH:7][C:6]([CH:11]([NH:20]C(=O)C)[C:12](=[O:19])[C:13]2[CH:18]=[CH:17][CH:16]=[CH:15][CH:14]=2)=[N:5]1)([CH3:3])[CH3:2].CO.[ClH:26]. (4) Given the product [ClH:21].[ClH:21].[NH:8]1[CH2:9][CH2:10][CH:11]([NH:14][C:15]2[C:20]([Cl:21])=[C:19]([Cl:22])[N:18]=[C:17]([Cl:23])[N:16]=2)[CH2:12][CH2:13]1, predict the reactants needed to synthesize it. The reactants are: C(OC([N:8]1[CH2:13][CH2:12][CH:11]([NH:14][C:15]2[C:20]([Cl:21])=[C:19]([Cl:22])[N:18]=[C:17]([Cl:23])[N:16]=2)[CH2:10][CH2:9]1)=O)(C)(C)C.